This data is from Forward reaction prediction with 1.9M reactions from USPTO patents (1976-2016). The task is: Predict the product of the given reaction. (1) Given the reactants [Cl:1][C:2]1[CH:3]=[C:4]([N+:9]([O-:11])=[O:10])[C:5](F)=[N:6][CH:7]=1.[NH:12]1[CH2:17][CH2:16][O:15][CH2:14][CH2:13]1, predict the reaction product. The product is: [Cl:1][C:2]1[CH:3]=[C:4]([N+:9]([O-:11])=[O:10])[C:5]([N:12]2[CH2:17][CH2:16][O:15][CH2:14][CH2:13]2)=[N:6][CH:7]=1. (2) The product is: [C:1]([CH2:3][CH2:4][C:5]1[CH:6]=[C:7]([CH:12]=[CH:13][CH:14]=1)[C:8]([O:10][CH3:11])=[O:9])#[N:2]. Given the reactants [C:1]([CH:3]=[CH:4][C:5]1[CH:6]=[C:7]([CH:12]=[CH:13][CH:14]=1)[C:8]([O:10][CH3:11])=[O:9])#[N:2].O1CCCC1, predict the reaction product. (3) Given the reactants [CH2:1]([O:8][C:9]([NH:11][C@@H:12]([CH2:22][OH:23])[CH2:13][CH2:14][C:15]([O:17][C:18]([CH3:21])([CH3:20])[CH3:19])=[O:16])=[O:10])[C:2]1[CH:7]=[CH:6][CH:5]=[CH:4][CH:3]=1.C(N(C(C)C)CC)(C)C.[CH3:33][O:34][CH2:35]Cl.Cl.[Cl-].[Na+], predict the reaction product. The product is: [CH2:1]([O:8][C:9]([NH:11][C@@H:12]([CH2:22][O:23][CH2:33][O:34][CH3:35])[CH2:13][CH2:14][C:15]([O:17][C:18]([CH3:19])([CH3:20])[CH3:21])=[O:16])=[O:10])[C:2]1[CH:3]=[CH:4][CH:5]=[CH:6][CH:7]=1. (4) The product is: [O:1]1[C:5]2[CH:6]=[CH:7][C:8]([CH:10]3[C:14]4[NH:15][C:16]5[CH:17]=[CH:18][CH:19]=[CH:20][C:21]=5[C:22](=[O:23])[C:13]=4[CH2:12][N:11]3[C:25]3[CH:30]=[CH:29][C:28]([C:31]4[N:32]([CH3:36])[CH:33]=[N:34][CH:35]=4)=[CH:27][N:26]=3)=[CH:9][C:4]=2[CH2:3][CH2:2]1. Given the reactants [O:1]1[C:5]2[CH:6]=[CH:7][C:8]([CH:10]3[C:14]4[NH:15][C:16]5[CH:17]=[CH:18][CH:19]=[CH:20][C:21]=5[C:22](=[O:23])[C:13]=4[CH2:12][NH:11]3)=[CH:9][C:4]=2[CH2:3][CH2:2]1.Cl[C:25]1[CH:30]=[CH:29][C:28]([C:31]2[N:32]([CH3:36])[CH:33]=[N:34][CH:35]=2)=[CH:27][N:26]=1.C1(C2C=CC=CC=2)C=CC=CC=1P(C1CCCCC1)C1CCCCC1.CC([O-])(C)C.[Na+], predict the reaction product. (5) The product is: [CH3:17][O:18][C:19]1[CH:20]=[CH:21][C:22]([N+:28]([O-:30])=[O:29])=[C:23]([CH2:24][OH:25])[CH:27]=1. Given the reactants N1C(Cl)=NC(Cl)=NC=1Cl.CN1CCOCC1.[CH3:17][O:18][C:19]1[CH:20]=[CH:21][C:22]([N+:28]([O-:30])=[O:29])=[C:23]([CH:27]=1)[C:24](O)=[O:25].[BH4-].[Na+].[NH4+].[Cl-], predict the reaction product.